Dataset: CYP1A2 inhibition data for predicting drug metabolism from PubChem BioAssay. Task: Regression/Classification. Given a drug SMILES string, predict its absorption, distribution, metabolism, or excretion properties. Task type varies by dataset: regression for continuous measurements (e.g., permeability, clearance, half-life) or binary classification for categorical outcomes (e.g., BBB penetration, CYP inhibition). Dataset: cyp1a2_veith. (1) The molecule is NC(=O)C[C@H](N)C(N)=O. The result is 0 (non-inhibitor). (2) The drug is Cc1ccc(Sc2cc(N3CCOCC3)nc(-c3ccccc3)n2)cc1. The result is 1 (inhibitor). (3) The drug is CCNS(=O)(=O)c1ccc(NS(C)(=O)=O)cc1. The result is 0 (non-inhibitor). (4) The molecule is O=c1cccc2n1C[C@@H]1CNC[C@H]2C1. The result is 0 (non-inhibitor). (5) The drug is CCCCn1nc2cc(C(=O)NCc3ccc(C(F)(F)F)cc3C(F)(F)F)ccc2c1OCC. The result is 0 (non-inhibitor). (6) The compound is CCCCCC[C@H]1C(=O)O[C@H](C)[C@H](NC(=O)c2cccc(NC=O)c2O)C(=O)O[C@@H](C)[C@H]1OC(=O)CC(C)C. The result is 0 (non-inhibitor). (7) The compound is O=C1C=C(NCCc2cc(Br)c(O)c(Br)c2)C(=O)c2ncccc21. The result is 1 (inhibitor). (8) The molecule is O=C(c1ccncc1)N1CCC2(CC1)CN(c1ccncc1)C2. The result is 0 (non-inhibitor). (9) The molecule is COc1ccc(C(=O)c2cnc3ccccc3c2-c2ccccc2)cc1. The result is 1 (inhibitor). (10) The molecule is CC(=O)Nc1ccc(S(=O)(=O)N2CCN(C(=O)c3cccnc3)CC2)cc1. The result is 0 (non-inhibitor).